This data is from Forward reaction prediction with 1.9M reactions from USPTO patents (1976-2016). The task is: Predict the product of the given reaction. (1) Given the reactants [Cl:1][C:2]1[CH:3]=[C:4]([S:8]([NH:11][C:12]2[CH:17]=[C:16]([CH3:18])[N:15]=[C:14]3[S:19][C:20]([CH3:37])=[C:21]([C:22]4[CH:23]=[C:24]([CH2:28][NH:29]C(=O)OC(C)(C)C)[CH:25]=[CH:26][CH:27]=4)[C:13]=23)(=[O:10])=[O:9])[CH:5]=[CH:6][CH:7]=1.C(O)(C(F)(F)F)=O, predict the reaction product. The product is: [NH2:29][CH2:28][C:24]1[CH:23]=[C:22]([C:21]2[C:13]3[C:14](=[N:15][C:16]([CH3:18])=[CH:17][C:12]=3[NH:11][S:8]([C:4]3[CH:5]=[CH:6][CH:7]=[C:2]([Cl:1])[CH:3]=3)(=[O:9])=[O:10])[S:19][C:20]=2[CH3:37])[CH:27]=[CH:26][CH:25]=1. (2) The product is: [O:1]1[C:5]2[C:6]([CH2:15][OH:14])=[CH:7][CH:8]=[CH:9][C:4]=2[CH2:3][CH2:2]1. Given the reactants [O:1]1[C:5]2[CH:6]=[CH:7][CH:8]=[CH:9][C:4]=2[CH2:3][CH:2]1C(O)=O.B.[O:14]1CCC[CH2:15]1.CO, predict the reaction product. (3) Given the reactants [CH2:1]([C@@:4]1([CH3:31])[CH2:9][C@H:8]([C:10]2[CH:15]=[CH:14][CH:13]=[C:12]([Cl:16])[CH:11]=2)[C@@H:7]([C:17]2[CH:22]=[CH:21][C:20]([Cl:23])=[CH:19][CH:18]=2)[N:6]([C@@H:24]([CH2:28][CH3:29])[CH2:25][NH:26][CH3:27])[C:5]1=[O:30])[CH:2]=[CH2:3].[CH3:32][S:33](Cl)(=[O:35])=[O:34].N1C=CC=CC=1.C(O)(=O)CC(CC(O)=O)(C(O)=O)O, predict the reaction product. The product is: [CH2:1]([C@@:4]1([CH3:31])[CH2:9][C@H:8]([C:10]2[CH:15]=[CH:14][CH:13]=[C:12]([Cl:16])[CH:11]=2)[C@@H:7]([C:17]2[CH:18]=[CH:19][C:20]([Cl:23])=[CH:21][CH:22]=2)[N:6]([C@@H:24]([CH2:28][CH3:29])[CH2:25][N:26]([CH3:27])[S:33]([CH3:32])(=[O:35])=[O:34])[C:5]1=[O:30])[CH:2]=[CH2:3]. (4) Given the reactants CC(OI1(OC(C)=O)(OC(C)=O)OC(=O)C2C1=CC=CC=2)=O.[OH:23][CH:24]([CH2:30][O:31][Si:32]([CH3:38])([CH3:37])[C:33]([CH3:36])([CH3:35])[CH3:34])[C:25]([O:27][CH2:28][CH3:29])=[O:26], predict the reaction product. The product is: [O:23]=[C:24]([CH2:30][O:31][Si:32]([CH3:37])([CH3:38])[C:33]([CH3:35])([CH3:34])[CH3:36])[C:25]([O:27][CH2:28][CH3:29])=[O:26].